Dataset: NCI-60 drug combinations with 297,098 pairs across 59 cell lines. Task: Regression. Given two drug SMILES strings and cell line genomic features, predict the synergy score measuring deviation from expected non-interaction effect. (1) Drug 1: C1CC(=O)NC(=O)C1N2C(=O)C3=CC=CC=C3C2=O. Drug 2: COCCOC1=C(C=C2C(=C1)C(=NC=N2)NC3=CC=CC(=C3)C#C)OCCOC.Cl. Cell line: KM12. Synergy scores: CSS=-29.4, Synergy_ZIP=10.7, Synergy_Bliss=1.14, Synergy_Loewe=-27.4, Synergy_HSA=-25.7. (2) Drug 1: C1=CC(=CC=C1CCCC(=O)O)N(CCCl)CCCl. Drug 2: CC1=C(C(=O)C2=C(C1=O)N3CC4C(C3(C2COC(=O)N)OC)N4)N. Cell line: SF-295. Synergy scores: CSS=60.8, Synergy_ZIP=-4.68, Synergy_Bliss=-5.13, Synergy_Loewe=-11.5, Synergy_HSA=-1.51. (3) Drug 1: CCN(CC)CCNC(=O)C1=C(NC(=C1C)C=C2C3=C(C=CC(=C3)F)NC2=O)C. Drug 2: C1CN(P(=O)(OC1)NCCCl)CCCl. Cell line: K-562. Synergy scores: CSS=4.68, Synergy_ZIP=-1.34, Synergy_Bliss=-5.47, Synergy_Loewe=7.48, Synergy_HSA=-6.19. (4) Drug 1: C1CC(=O)NC(=O)C1N2CC3=C(C2=O)C=CC=C3N. Drug 2: C(=O)(N)NO. Cell line: LOX IMVI. Synergy scores: CSS=0.673, Synergy_ZIP=-2.43, Synergy_Bliss=-4.45, Synergy_Loewe=-5.12, Synergy_HSA=-4.02. (5) Drug 1: CC1=C(C(=CC=C1)Cl)NC(=O)C2=CN=C(S2)NC3=CC(=NC(=N3)C)N4CCN(CC4)CCO. Drug 2: CC12CCC3C(C1CCC2O)C(CC4=C3C=CC(=C4)O)CCCCCCCCCS(=O)CCCC(C(F)(F)F)(F)F. Cell line: SK-MEL-5. Synergy scores: CSS=1.37, Synergy_ZIP=-2.27, Synergy_Bliss=-2.94, Synergy_Loewe=-1.52, Synergy_HSA=-1.41. (6) Drug 1: C1CN1P(=S)(N2CC2)N3CC3. Drug 2: CC1=C(C(=CC=C1)Cl)NC(=O)C2=CN=C(S2)NC3=CC(=NC(=N3)C)N4CCN(CC4)CCO. Cell line: HS 578T. Synergy scores: CSS=18.3, Synergy_ZIP=-1.21, Synergy_Bliss=2.83, Synergy_Loewe=0.164, Synergy_HSA=4.94. (7) Drug 1: C1=NC2=C(N1)C(=S)N=C(N2)N. Drug 2: CC1C(C(CC(O1)OC2CC(OC(C2O)C)OC3=CC4=CC5=C(C(=O)C(C(C5)C(C(=O)C(C(C)O)O)OC)OC6CC(C(C(O6)C)O)OC7CC(C(C(O7)C)O)OC8CC(C(C(O8)C)O)(C)O)C(=C4C(=C3C)O)O)O)O. Cell line: LOX IMVI. Synergy scores: CSS=38.4, Synergy_ZIP=0.896, Synergy_Bliss=-3.45, Synergy_Loewe=-4.80, Synergy_HSA=-2.83.